This data is from Forward reaction prediction with 1.9M reactions from USPTO patents (1976-2016). The task is: Predict the product of the given reaction. (1) The product is: [N:1]1[C:2]([CH2:10][N:11]([CH:25]2[C:34]3[N:33]=[CH:32][CH:31]=[CH:30][C:29]=3[CH2:28][CH2:27][CH2:26]2)[CH2:12][CH2:13][CH2:14][CH2:15][CH2:16][NH2:17])=[CH:3][N:4]2[CH:9]=[CH:8][CH:7]=[CH:6][C:5]=12. Given the reactants [N:1]1[C:2]([CH2:10][N:11]([CH:25]2[C:34]3[N:33]=[CH:32][CH:31]=[CH:30][C:29]=3[CH2:28][CH2:27][CH2:26]2)[CH2:12][CH2:13][CH2:14][CH2:15][CH2:16][NH:17]C(=O)OC(C)(C)C)=[CH:3][N:4]2[CH:9]=[CH:8][CH:7]=[CH:6][C:5]=12.FC(F)(F)C(O)=O, predict the reaction product. (2) Given the reactants [CH3:1][O:2][C:3]([C:5]1([CH2:11][CH:12]=O)[CH2:10][CH2:9][CH2:8][CH2:7][CH2:6]1)=[O:4].[CH3:14][C:15]1[C:20]([NH2:21])=[CH:19][CH:18]=[C:17]([N:22]2[CH2:26][CH2:25][C@@H:24]([N:27]3[CH2:31][CH2:30][CH2:29][C@@H:28]3[CH3:32])[CH2:23]2)[N:16]=1, predict the reaction product. The product is: [CH3:1][O:2][C:3]([C:5]1([CH2:11][CH2:12][NH:21][C:20]2[C:15]([CH3:14])=[N:16][C:17]([N:22]3[CH2:26][CH2:25][C@@H:24]([N:27]4[CH2:31][CH2:30][CH2:29][C@@H:28]4[CH3:32])[CH2:23]3)=[CH:18][CH:19]=2)[CH2:10][CH2:9][CH2:8][CH2:7][CH2:6]1)=[O:4]. (3) Given the reactants [CH2:1]([O:3][C:4](=[O:18])[C@@H:5]([O:14][CH2:15][CH2:16][CH3:17])[CH2:6][C:7]1[CH:12]=[CH:11][C:10]([OH:13])=[CH:9][CH:8]=1)[CH3:2].[O:19]([C:26]1[CH:36]=[CH:35][C:29]([O:30][CH2:31][CH2:32][CH2:33]Br)=[CH:28][CH:27]=1)[C:20]1[CH:25]=[CH:24][CH:23]=[CH:22][CH:21]=1, predict the reaction product. The product is: [CH2:1]([O:3][C:4](=[O:18])[C@@H:5]([O:14][CH2:15][CH2:16][CH3:17])[CH2:6][C:7]1[CH:8]=[CH:9][C:10]([O:13][CH2:33][CH2:32][CH2:31][O:30][C:29]2[CH:35]=[CH:36][C:26]([O:19][C:20]3[CH:25]=[CH:24][CH:23]=[CH:22][CH:21]=3)=[CH:27][CH:28]=2)=[CH:11][CH:12]=1)[CH3:2]. (4) Given the reactants [CH2:1]([O:8][C:9]1[CH:14]=[CH:13][C:12]([C:15](=[O:22])[CH2:16][C:17]([O:19][CH2:20][CH3:21])=[O:18])=[CH:11][CH:10]=1)[C:2]1[CH:7]=[CH:6][CH:5]=[CH:4][CH:3]=1.[H-].[Na+].[F:25][C:26]([F:39])([O:30][C:31]1[CH:32]=[C:33]([CH2:37]Br)[CH:34]=[CH:35][CH:36]=1)[CH:27]([F:29])[F:28].O, predict the reaction product. The product is: [CH2:1]([O:8][C:9]1[CH:14]=[CH:13][C:12]([C:15](=[O:22])[CH:16]([CH2:37][C:33]2[CH:34]=[CH:35][CH:36]=[C:31]([O:30][C:26]([F:25])([F:39])[CH:27]([F:28])[F:29])[CH:32]=2)[C:17]([O:19][CH2:20][CH3:21])=[O:18])=[CH:11][CH:10]=1)[C:2]1[CH:3]=[CH:4][CH:5]=[CH:6][CH:7]=1. (5) Given the reactants [CH2:1]([C@H:8]1[CH2:12][NH:11][C@H:10]([C:13]([OH:15])=[O:14])[CH2:9]1)[C:2]1[CH:7]=[CH:6][CH:5]=[CH:4][CH:3]=1.CCN(C(C)C)C(C)C.Cl[C:26]([O:28][CH2:29][C:30]1[CH:35]=[CH:34][CH:33]=[CH:32][CH:31]=1)=[O:27], predict the reaction product. The product is: [CH2:29]([O:28][C:26]([N:11]1[CH2:12][C@H:8]([CH2:1][C:2]2[CH:3]=[CH:4][CH:5]=[CH:6][CH:7]=2)[CH2:9][C@H:10]1[C:13]([OH:15])=[O:14])=[O:27])[C:30]1[CH:35]=[CH:34][CH:33]=[CH:32][CH:31]=1.